From a dataset of Full USPTO retrosynthesis dataset with 1.9M reactions from patents (1976-2016). Predict the reactants needed to synthesize the given product. (1) Given the product [CH3:23][C:22]([CH3:25])([CH3:24])[CH2:21][CH2:20][CH:12]1[CH2:11][CH:10]([CH2:9][OH:8])[CH2:15][CH2:14][N:13]1[C:16]([O:18][CH3:19])=[O:17], predict the reactants needed to synthesize it. The reactants are: [Si]([O:8][CH2:9][CH:10]1[CH2:15][CH2:14][N:13]([C:16]([O:18][CH3:19])=[O:17])[CH:12]([CH2:20][CH2:21][C:22]([CH3:25])([CH3:24])[CH3:23])[CH2:11]1)(C(C)(C)C)(C)C.CCCC[N+](CCCC)(CCCC)CCCC.[F-]. (2) Given the product [C:1]([NH:5][C:6]1[N:14]=[CH:13][C:12]([F:15])=[CH:11][C:7]=1[C:8]([NH:35][C:30]([CH3:29])([C:31]#[CH:32])[CH3:16])=[O:10])([CH3:2])([CH3:3])[CH3:4], predict the reactants needed to synthesize it. The reactants are: [C:1]([NH:5][C:6]1[N:14]=[CH:13][C:12]([F:15])=[CH:11][C:7]=1[C:8]([OH:10])=O)([CH3:4])([CH3:3])[CH3:2].[CH3:16]CN=C=NCCCN(C)C.C1C=[CH:29][C:30]2[N:35](O)N=N[C:31]=2[CH:32]=1.CCN(C(C)C)C(C)C. (3) Given the product [C:1]([O:5][C:6]([N:8]1[CH2:13][CH2:12][N:11]([S:21]([C:18]2[CH:19]=[CH:20][C:15]([Br:14])=[CH:16][C:17]=2[F:25])(=[O:23])=[O:22])[CH2:10][CH2:9]1)=[O:7])([CH3:4])([CH3:2])[CH3:3], predict the reactants needed to synthesize it. The reactants are: [C:1]([O:5][C:6]([N:8]1[CH2:13][CH2:12][NH:11][CH2:10][CH2:9]1)=[O:7])([CH3:4])([CH3:3])[CH3:2].[Br:14][C:15]1[CH:20]=[CH:19][C:18]([S:21](Cl)(=[O:23])=[O:22])=[C:17]([F:25])[CH:16]=1. (4) Given the product [F:35][C:10]1[CH:11]=[C:12]2[C:7](=[CH:8][CH:9]=1)[CH:6]=[C:5]([CH2:4][C:3]([OH:36])=[O:2])[C:14]([CH3:15])=[C:13]2[CH:16]1[CH2:21][CH2:20][N:19]([C:22](=[O:34])[NH:23][C:24]2[CH:29]=[CH:28][CH:27]=[C:26]([C:30]([F:31])([F:33])[F:32])[CH:25]=2)[CH2:18][CH2:17]1, predict the reactants needed to synthesize it. The reactants are: C[O:2][C:3](=[O:36])[CH2:4][C:5]1[C:14]([CH3:15])=[C:13]([CH:16]2[CH2:21][CH2:20][N:19]([C:22](=[O:34])[NH:23][C:24]3[CH:29]=[CH:28][CH:27]=[C:26]([C:30]([F:33])([F:32])[F:31])[CH:25]=3)[CH2:18][CH2:17]2)[C:12]2[C:7](=[CH:8][CH:9]=[C:10]([F:35])[CH:11]=2)[CH:6]=1.O.[OH-].[Li+]. (5) Given the product [ClH:19].[NH2:10][C:5]([CH2:8][CH3:9])([CH2:6][CH3:7])[C:3]([N:2]([CH3:18])[CH3:1])=[O:4], predict the reactants needed to synthesize it. The reactants are: [CH3:1][N:2]([CH3:18])[C:3]([C:5]([NH:10]C(=O)OC(C)(C)C)([CH2:8][CH3:9])[CH2:6][CH3:7])=[O:4].[ClH:19]. (6) Given the product [C:1]([O:4][CH2:5][CH3:6])(=[O:3])[CH3:2].[Cl:8][C:7]([Cl:9])=[C:6]([Cl:11])[Cl:10], predict the reactants needed to synthesize it. The reactants are: [C:1]([O:4][CH:5](C)[C:6]([Cl:11])([Cl:10])[CH:7]([Cl:9])[Cl:8])(=[O:3])[CH3:2].C(OC(C)C(Cl)=C(Cl)Cl)(=O)C.Cl. (7) Given the product [CH3:1][C:2]1[N:25]([CH3:26])[C:5]2[CH:6]=[C:7]([C:22]([N:35]3[CH2:36][CH2:41][CH2:40][CH2:39]3)=[O:24])[C:8]3[CH2:9][CH2:10][C:11]4([NH:20][C:21]=3[C:4]=2[N:3]=1)[CH2:19][C:18]1[C:13](=[CH:14][CH:15]=[CH:16][CH:17]=1)[CH2:12]4, predict the reactants needed to synthesize it. The reactants are: [CH3:1][C:2]1[N:25]([CH3:26])[C:5]2[CH:6]=[C:7]([C:22]([OH:24])=O)[C:8]3[CH2:9][CH2:10][C:11]4([NH:20][C:21]=3[C:4]=2[N:3]=1)[CH2:19][C:18]1[C:13](=[CH:14][CH:15]=[CH:16][CH:17]=1)[CH2:12]4.CN(C(O[N:35]1N=NC2C=[CH:39][CH:40]=[CH:41][C:36]1=2)=[N+](C)C)C.[B-](F)(F)(F)F.N1CCCC1. (8) The reactants are: [Cl:1][C:2]1[CH:7]=[CH:6][CH:5]=[CH:4][C:3]=1[C:8]1[C:9]([CH3:22])=[N:10][C:11]2[C:16]([N:17]=1)=[C:15]([C:18]([F:21])([F:20])[F:19])[CH:14]=[CH:13][CH:12]=2.[Br:23]N1C(C)(C)C(=O)N(Br)C1=O.C(Cl)(Cl)(Cl)Cl.C(OOC(=O)C1C=CC=CC=1)(=O)C1C=CC=CC=1. Given the product [Br:23][CH2:22][C:9]1[C:8]([C:3]2[CH:4]=[CH:5][CH:6]=[CH:7][C:2]=2[Cl:1])=[N:17][C:16]2[C:11](=[CH:12][CH:13]=[CH:14][C:15]=2[C:18]([F:21])([F:19])[F:20])[N:10]=1, predict the reactants needed to synthesize it. (9) Given the product [Cl:1][C:2]1[CH:3]=[C:4]([C@H:8]2[CH2:13][C@@H:12]([CH3:26])[S:11][N:10]([CH:14]([CH3:16])[CH3:15])[C@@H:9]2[C:17]2[CH:18]=[CH:19][C:20]([Cl:23])=[CH:21][CH:22]=2)[CH:5]=[CH:6][CH:7]=1, predict the reactants needed to synthesize it. The reactants are: [Cl:1][C:2]1[CH:3]=[C:4]([C@H:8]2[CH2:13][CH2:12][S:11][N:10]([CH:14]([CH3:16])[CH3:15])[C@@H:9]2[C:17]2[CH:22]=[CH:21][C:20]([Cl:23])=[CH:19][CH:18]=2)[CH:5]=[CH:6][CH:7]=1.IC.[CH3:26][Si]([N-][Si](C)(C)C)(C)C.[Li+].